From a dataset of Reaction yield outcomes from USPTO patents with 853,638 reactions. Predict the reaction yield, written as a fraction of the theoretical maximum amount of product (1.0 means a 100% yield; for example, 0.34 means a 34% yield). (1) The reactants are [CH3:1][O:2][CH2:3][CH:4]1[CH2:9][CH2:8][CH:7]([C:10]([OH:12])=O)[CH2:6][CH2:5]1.CCN(CC)CC.F[P-](F)(F)(F)(F)F.N1(O[P+](N(C)C)(N(C)C)N(C)C)C2C=CC=CC=2N=N1.[F:47][C:48]([F:78])([F:77])[C:49]1[CH:50]=[C:51]([C:59]([CH3:76])([CH3:75])[C:60]([N:62]([CH3:74])[C@H:63]2[C@H:67]([C:68]3[CH:73]=[CH:72][CH:71]=[CH:70][CH:69]=3)[CH2:66][NH:65][CH2:64]2)=[O:61])[CH:52]=[C:53]([C:55]([F:58])([F:57])[F:56])[CH:54]=1. The catalyst is C1COCC1. The product is [F:77][C:48]([F:47])([F:78])[C:49]1[CH:50]=[C:51]([C:59]([CH3:75])([CH3:76])[C:60]([N:62]([C@H:63]2[C@H:67]([C:68]3[CH:73]=[CH:72][CH:71]=[CH:70][CH:69]=3)[CH2:66][N:65]([C:10]([CH:7]3[CH2:6][CH2:5][CH:4]([CH2:3][O:2][CH3:1])[CH2:9][CH2:8]3)=[O:12])[CH2:64]2)[CH3:74])=[O:61])[CH:52]=[C:53]([C:55]([F:56])([F:57])[F:58])[CH:54]=1. The yield is 0.480. (2) The reactants are F[C:2]1[N:12]=[CH:11][CH:10]=[CH:9][C:3]=1[C:4]([O:6][CH2:7]C)=[O:5].C(N(C(C)C)CC)(C)C.[CH:22]12[O:29][CH:26]([CH2:27][CH2:28]1)[CH2:25][NH:24][CH2:23]2. The catalyst is CN1C(=O)CCC1. The product is [CH:26]12[O:29][CH:22]([CH2:28][CH2:27]1)[CH2:23][N:24]([C:2]1[N:12]=[CH:11][CH:10]=[CH:9][C:3]=1[C:4]([O:6][CH3:7])=[O:5])[CH2:25]2. The yield is 0.420. (3) The reactants are [CH3:1][O:2][C:3]1[CH:11]=[CH:10][C:6]([C:7]([NH2:9])=[S:8])=[CH:5][CH:4]=1.Br[CH:13]([CH:20]=O)[CH2:14][C:15]([O:17][CH2:18][CH3:19])=[O:16]. The catalyst is ClCCCl.C(OCC)(=O)C. The product is [CH2:18]([O:17][C:15](=[O:16])[CH2:14][C:13]1[S:8][C:7]([C:6]2[CH:10]=[CH:11][C:3]([O:2][CH3:1])=[CH:4][CH:5]=2)=[N:9][CH:20]=1)[CH3:19]. The yield is 0.670. (4) The reactants are [CH2:1]([O:3][C:4]1[CH:13]=[CH:12][C:7]2[N:8]=[C:9]([NH2:11])[S:10][C:6]=2[CH:5]=1)[CH3:2].[F:14][C:15]([F:27])([F:26])[O:16][C:17]1[CH:18]=[C:19]([CH:23]=[CH:24][CH:25]=1)[C:20](Cl)=[O:21].Br[CH:29]([CH2:34][CH3:35])[C:30]([O:32]C)=[O:31].COC1C=CC2N=C(N)SC=2C=1.ClC1C=C(C=CC=1)C(Cl)=O.BrCC(OCC)=O. No catalyst specified. The product is [CH2:1]([O:3][C:4]1[CH:13]=[CH:12][C:7]2[N:8]([CH:29]([CH2:34][CH3:35])[C:30]([OH:32])=[O:31])[C:9](=[N:11][C:20](=[O:21])[C:19]3[CH:23]=[CH:24][CH:25]=[C:17]([O:16][C:15]([F:27])([F:26])[F:14])[CH:18]=3)[S:10][C:6]=2[CH:5]=1)[CH3:2]. The yield is 0.240. (5) The reactants are [NH2:1][C:2]1[CH:3]=[C:4]([OH:12])[C:5](=[CH:10][CH:11]=1)[C:6]([O:8][CH3:9])=[O:7].[Cl:13][C:14]1[S:15][C:16]([Cl:23])=[CH:17][C:18]=1[S:19](Cl)(=[O:21])=[O:20]. No catalyst specified. The product is [Cl:13][C:14]1[S:15][C:16]([Cl:23])=[CH:17][C:18]=1[S:19]([NH:1][C:2]1[CH:11]=[CH:10][C:5]([C:6]([O:8][CH3:9])=[O:7])=[C:4]([OH:12])[CH:3]=1)(=[O:21])=[O:20]. The yield is 0.680. (6) The catalyst is C(#N)C. The yield is 0.600. The reactants are [NH2:1][C:2]1[C:7]([F:8])=[CH:6][N:5]=[C:4]([OH:9])[N:3]=1.[F:10][C:11]1[CH:12]=[C:13]([CH:17]=[C:18]([F:20])[CH:19]=1)[C:14](Cl)=[O:15]. The product is [NH2:1][C:2]1[C:7]([F:8])=[CH:6][N:5]([C:14](=[O:15])[C:13]2[CH:12]=[C:11]([F:10])[CH:19]=[C:18]([F:20])[CH:17]=2)[C:4](=[O:9])[N:3]=1. (7) The reactants are [Br:1][C:2]1[CH:3]=[N:4][N:5]2[C:10]([NH:11][CH2:12][CH:13]3[CH2:18][CH2:17][NH:16][CH2:15][CH2:14]3)=[CH:9][C:8]([C:19]3[CH:24]=[CH:23][CH:22]=[CH:21][C:20]=3[Cl:25])=[N:7][C:6]=12.C[Si]([N:30]=[C:31]=[O:32])(C)C. The catalyst is ClCCl. The product is [Br:1][C:2]1[CH:3]=[N:4][N:5]2[C:10]([NH:11][CH2:12][CH:13]3[CH2:14][CH2:15][N:16]([C:31]([NH2:30])=[O:32])[CH2:17][CH2:18]3)=[CH:9][C:8]([C:19]3[CH:24]=[CH:23][CH:22]=[CH:21][C:20]=3[Cl:25])=[N:7][C:6]=12. The yield is 0.860.